Dataset: CYP3A4 inhibition data for predicting drug metabolism from PubChem BioAssay. Task: Regression/Classification. Given a drug SMILES string, predict its absorption, distribution, metabolism, or excretion properties. Task type varies by dataset: regression for continuous measurements (e.g., permeability, clearance, half-life) or binary classification for categorical outcomes (e.g., BBB penetration, CYP inhibition). Dataset: cyp3a4_veith. (1) The compound is COc1cccc(-c2cncnc2NCc2cccnc2)c1. The result is 1 (inhibitor). (2) The molecule is COc1cc(C(=O)NCc2cccc3ccccc23)cc(Cl)c1OC. The result is 1 (inhibitor). (3) The molecule is O=C(NCCCN1CCc2ccccc2C1)Nc1ccc(Cl)cc1. The result is 0 (non-inhibitor). (4) The result is 0 (non-inhibitor). The molecule is CN1CCN(c2ncc3nc(-c4ccccc4)c(=O)n(-c4ccccc4)c3n2)CC1. (5) The molecule is NCCCP(=O)(O)CC1CCCCC1. The result is 0 (non-inhibitor). (6) The molecule is O=C1c2cccc3c(Cl)ccc(c23)C(=O)N1O. The result is 0 (non-inhibitor).